Dataset: NCI-60 drug combinations with 297,098 pairs across 59 cell lines. Task: Regression. Given two drug SMILES strings and cell line genomic features, predict the synergy score measuring deviation from expected non-interaction effect. (1) Drug 1: C1=CC(=CC=C1CCCC(=O)O)N(CCCl)CCCl. Drug 2: C#CCC(CC1=CN=C2C(=N1)C(=NC(=N2)N)N)C3=CC=C(C=C3)C(=O)NC(CCC(=O)O)C(=O)O. Cell line: HS 578T. Synergy scores: CSS=5.70, Synergy_ZIP=-6.04, Synergy_Bliss=-6.75, Synergy_Loewe=-6.65, Synergy_HSA=-5.93. (2) Drug 1: C1CNP(=O)(OC1)N(CCCl)CCCl. Drug 2: B(C(CC(C)C)NC(=O)C(CC1=CC=CC=C1)NC(=O)C2=NC=CN=C2)(O)O. Cell line: SR. Synergy scores: CSS=12.1, Synergy_ZIP=-8.97, Synergy_Bliss=-18.4, Synergy_Loewe=-63.4, Synergy_HSA=-22.4.